This data is from hERG potassium channel inhibition data for cardiac toxicity prediction from Karim et al.. The task is: Regression/Classification. Given a drug SMILES string, predict its toxicity properties. Task type varies by dataset: regression for continuous values (e.g., LD50, hERG inhibition percentage) or binary classification for toxic/non-toxic outcomes (e.g., AMES mutagenicity, cardiotoxicity, hepatotoxicity). Dataset: herg_karim. The drug is O=C1OCc2cc(CCC3[C@H]4CN(C(=O)Cc5ccc(-n6cnnn6)cc5)C[C@H]34)ccc21. The result is 1 (blocker).